Dataset: Full USPTO retrosynthesis dataset with 1.9M reactions from patents (1976-2016). Task: Predict the reactants needed to synthesize the given product. (1) The reactants are: COC1C=C(OC)C=CC=1C[N:6]([C:31]1[CH:36]=[CH:35][N:34]=[CH:33][N:32]=1)[S:7]([C:10]1[CH:15]=[C:14]([F:16])[C:13]([O:17][C@H:18]2[CH2:23][CH2:22][CH2:21][CH2:20][C@@H:19]2[C:24]2[N:28]([CH3:29])[N:27]=[CH:26][CH:25]=2)=[CH:12][C:11]=1[F:30])(=[O:9])=[O:8].C([SiH](CC)CC)C.FC(F)(F)C(O)=O. Given the product [F:30][C:11]1[CH:12]=[C:13]([O:17][C@H:18]2[CH2:23][CH2:22][CH2:21][CH2:20][C@@H:19]2[C:24]2[N:28]([CH3:29])[N:27]=[CH:26][CH:25]=2)[C:14]([F:16])=[CH:15][C:10]=1[S:7]([NH:6][C:31]1[CH:36]=[CH:35][N:34]=[CH:33][N:32]=1)(=[O:8])=[O:9], predict the reactants needed to synthesize it. (2) Given the product [C:1]([C:3]1[C:11]2[C:6](=[CH:7][CH:8]=[C:9]([C:12]([OH:14])=[O:13])[CH:10]=2)[NH:5][N:4]=1)#[N:2], predict the reactants needed to synthesize it. The reactants are: [C:1]([C:3]1[C:11]2[C:6](=[CH:7][CH:8]=[C:9]([C:12]([O:14]C)=[O:13])[CH:10]=2)[NH:5][N:4]=1)#[N:2].[OH-].[Li+]. (3) Given the product [Cl:7][C:6]1[S:5][C:4]([C:8]([O:10][CH3:11])=[O:9])=[CH:3][C:2]=1[C:17]1[N:13]([CH3:12])[N:14]=[CH:15][CH:16]=1, predict the reactants needed to synthesize it. The reactants are: Br[C:2]1[CH:3]=[C:4]([C:8]([O:10][CH3:11])=[O:9])[S:5][C:6]=1[Cl:7].[CH3:12][N:13]1[CH:17]=[CH:16][CH:15]=[N:14]1.C(=O)([O-])[O-].[K+].[K+].C(OCC)(=O)C.CCCCCC. (4) Given the product [K:1].[C:2]1([S:8]([NH:11][C:12](=[O:36])[C:13]2[CH:18]=[CH:17][C:16]([NH2:19])=[C:15]([NH:22][CH2:23][C:24]3[CH:29]=[CH:28][C:27]([C:30]4[CH:31]=[CH:32][CH:33]=[CH:34][CH:35]=4)=[CH:26][CH:25]=3)[CH:14]=2)(=[O:9])=[O:10])[CH:3]=[CH:4][CH:5]=[CH:6][CH:7]=1, predict the reactants needed to synthesize it. The reactants are: [K:1].[C:2]1([S:8]([NH:11][C:12](=[O:36])[C:13]2[CH:18]=[CH:17][C:16]([N+:19]([O-])=O)=[C:15]([NH:22][CH2:23][C:24]3[CH:29]=[CH:28][C:27]([C:30]4[CH:35]=[CH:34][CH:33]=[CH:32][CH:31]=4)=[CH:26][CH:25]=3)[CH:14]=2)(=[O:10])=[O:9])[CH:7]=[CH:6][CH:5]=[CH:4][CH:3]=1.C(=O)(O)[O-].[K+].CO.CC(C)=O. (5) Given the product [CH3:33][C:32]([CH3:35])([CH3:34])[C:31](=[O:36])[CH2:30][N:9]1[C:10](=[O:11])[C:5]2[CH:4]=[C:3]([CH2:1][CH3:2])[S:28][C:6]=2[N:7]([CH2:13][C:14]2[CH:19]=[CH:18][C:17]([C:20]3[C:21]([C:26]#[N:27])=[CH:22][CH:23]=[CH:24][CH:25]=3)=[CH:16][CH:15]=2)[C:8]1=[O:12], predict the reactants needed to synthesize it. The reactants are: [CH2:1]([C:3]1[S:28][C:6]2[N:7]([CH2:13][C:14]3[CH:19]=[CH:18][C:17]([C:20]4[C:21]([C:26]#[N:27])=[CH:22][CH:23]=[CH:24][CH:25]=4)=[CH:16][CH:15]=3)[C:8](=[O:12])[NH:9][C:10](=[O:11])[C:5]=2[CH:4]=1)[CH3:2].Br[CH2:30][C:31](=[O:36])[C:32]([CH3:35])([CH3:34])[CH3:33].CN(C)C=O.[H-].[Na+]. (6) Given the product [C:21]([C:2]1[CH:7]=[CH:6][C:5]([N:8]=[C:9]2[S:13][CH2:12][C:11]3([CH2:17][CH2:16][CH2:15][CH2:14]3)[NH:10]2)=[C:4]([CH2:18][CH2:19][CH3:20])[CH:3]=1)#[N:22], predict the reactants needed to synthesize it. The reactants are: I[C:2]1[CH:7]=[CH:6][C:5]([N:8]=[C:9]2[S:13][CH2:12][C:11]3([CH2:17][CH2:16][CH2:15][CH2:14]3)[NH:10]2)=[C:4]([CH2:18][CH2:19][CH3:20])[CH:3]=1.[C:21]([Cu])#[N:22].